Dataset: Forward reaction prediction with 1.9M reactions from USPTO patents (1976-2016). Task: Predict the product of the given reaction. (1) Given the reactants [NH2:1][CH2:2][C@@H:3]1[C@H:7]2[O:8][C:9]([CH3:12])([CH3:11])[O:10][C@H:6]2[C@H:5]([N:13]2[CH:21]=[N:20][C:19]3[C:14]2=[N:15][CH:16]=[N:17][C:18]=3[NH2:22])[O:4]1.[CH:23](=O)[C:24]1[CH:29]=[CH:28][CH:27]=[CH:26][CH:25]=1.[BH-](OC(C)=O)(OC(C)=O)OC(C)=O.[Na+].C(=O)([O-])[O-].[K+].[K+], predict the reaction product. The product is: [CH2:23]([NH:1][CH2:2][C@@H:3]1[C@H:7]2[O:8][C:9]([CH3:12])([CH3:11])[O:10][C@H:6]2[C@H:5]([N:13]2[CH:21]=[N:20][C:19]3[C:14]2=[N:15][CH:16]=[N:17][C:18]=3[NH2:22])[O:4]1)[C:24]1[CH:29]=[CH:28][CH:27]=[CH:26][CH:25]=1. (2) The product is: [NH2:24][C:20]1[O:19][C:8]([C:3]2[CH:4]=[CH:5][CH:6]=[CH:7][C:2]=2[F:1])=[C:9]([C:11]2[CH:16]=[CH:15][C:14]([O:17][CH3:18])=[CH:13][CH:12]=2)[C:21]=1[C:22]#[N:23]. Given the reactants [F:1][C:2]1[CH:7]=[CH:6][CH:5]=[CH:4][C:3]=1[CH:8]([OH:19])[C:9]([C:11]1[CH:16]=[CH:15][C:14]([O:17][CH3:18])=[CH:13][CH:12]=1)=O.[C:20](#[N:24])[CH2:21][C:22]#[N:23].C(N(CC)CC)C.C(OCC)(=O)C, predict the reaction product. (3) Given the reactants [NH2:1][C:2]1[CH:11]=[CH:10][CH:9]=[C:8]2[C:3]=1[CH:4]=[CH:5][N:6]=[CH:7]2.[Cl:12][C:13]1[CH:18]=[CH:17][C:16]([C:19]([N:22]=[C:23]=[O:24])([CH3:21])[CH3:20])=[CH:15][CH:14]=1, predict the reaction product. The product is: [Cl:12][C:13]1[CH:14]=[CH:15][C:16]([C:19]([NH:22][C:23]([NH:1][C:2]2[CH:11]=[CH:10][CH:9]=[C:8]3[C:3]=2[CH:4]=[CH:5][N:6]=[CH:7]3)=[O:24])([CH3:21])[CH3:20])=[CH:17][CH:18]=1. (4) Given the reactants N1C(Cl)=NC(Cl)=NC=1[Cl:3].[Cl:10][C:11]1[CH:12]=[C:13]([CH:24](O)[CH3:25])[C:14]2[O:20][CH2:19][CH2:18][NH:17][C:16](=[O:21])[C:15]=2[C:22]=1[CH3:23].CN(C)C=O, predict the reaction product. The product is: [Cl:10][C:11]1[CH:12]=[C:13]([CH:24]([Cl:3])[CH3:25])[C:14]2[O:20][CH2:19][CH2:18][NH:17][C:16](=[O:21])[C:15]=2[C:22]=1[CH3:23]. (5) Given the reactants [CH2:1]([O:3][C:4]([C@@H:6]1[CH2:10][C@H:9](OS(C)(=O)=O)[CH2:8][C@H:7]1[C:16]([N:18]1[CH2:21][C:20]([F:23])([F:22])[CH2:19]1)=[O:17])=[O:5])[CH3:2].[F:24][C:25]1[CH:30]=[CH:29][C:28]([SH:31])=[C:27]([C:32]([F:35])([F:34])[F:33])[CH:26]=1, predict the reaction product. The product is: [CH2:1]([O:3][C:4]([C@@H:6]1[CH2:10][C@@H:9]([S:31][C:28]2[CH:29]=[CH:30][C:25]([F:24])=[CH:26][C:27]=2[C:32]([F:35])([F:33])[F:34])[CH2:8][C@H:7]1[C:16]([N:18]1[CH2:19][C:20]([F:22])([F:23])[CH2:21]1)=[O:17])=[O:5])[CH3:2]. (6) The product is: [C:1]([O:5][C:6]([N:8]1[CH2:9][CH2:10][C:11]([NH:17][C:18]([O:20][C:21]([CH3:22])([CH3:24])[CH3:23])=[O:19])([C:14](=[O:15])[NH:64][CH2:63][C:62]2[CH:65]=[CH:66][C:59]([Cl:58])=[CH:60][CH:61]=2)[CH2:12][CH2:13]1)=[O:7])([CH3:4])([CH3:3])[CH3:2]. Given the reactants [C:1]([O:5][C:6]([N:8]1[CH2:13][CH2:12][C:11]([NH:17][C:18]([O:20][C:21]([CH3:24])([CH3:23])[CH3:22])=[O:19])([C:14](O)=[O:15])[CH2:10][CH2:9]1)=[O:7])([CH3:4])([CH3:3])[CH3:2].CN(C(ON1N=NC2C=CC=NC1=2)=[N+](C)C)C.F[P-](F)(F)(F)(F)F.C(N(C(C)C)C(C)C)C.[Cl:58][C:59]1[CH:66]=[CH:65][C:62]([CH2:63][NH2:64])=[CH:61][CH:60]=1, predict the reaction product. (7) Given the reactants [NH2:1][CH2:2][CH2:3][C:4]([NH:6][C@@H:7]([CH2:12][CH2:13][CH2:14][CH2:15][NH:16][C:17]([O:19][C:20]([CH3:23])([CH3:22])[CH3:21])=[O:18])[C:8]([O:10][CH3:11])=[O:9])=[O:5].[CH:24]1[CH:25]=[CH:26][C:27]2N(O)N=N[C:28]=2[CH:29]=1.CCN=C=N[CH2:39][CH2:40][CH2:41]N(C)C.CN([CH:48]=[O:49])C, predict the reaction product. The product is: [C:20]([O:19][C:17]([NH:16][CH2:15][CH2:14][CH2:13][CH2:12][C@H:7]([NH:6][C:4](=[O:5])[CH2:3][CH2:2][NH:1][C:48]([C:24]1[CH:25]=[CH:26][C:27]([C:24]2[CH:25]=[CH:26][C:27]([CH2:41][CH2:40][CH3:39])=[CH:28][CH:29]=2)=[CH:28][CH:29]=1)=[O:49])[C:8]([O:10][CH3:11])=[O:9])=[O:18])([CH3:23])([CH3:22])[CH3:21]. (8) Given the reactants C(O[C:4]([C:6]1[C:7]([O:25]C(=O)C)=[C:8]2[C:16]([CH3:17])=[CH:15][N:14]([CH2:18][C:19]3[CH:24]=[CH:23][CH:22]=[CH:21][CH:20]=3)[C:9]2=[C:10]([C:12]#[N:13])[N:11]=1)=[O:5])C.[NH2:29][CH2:30][C:31]([OH:33])=[O:32].C[O-].[Na+].CO, predict the reaction product. The product is: [CH2:18]([N:14]1[C:9]2=[C:10]([C:12]#[N:13])[N:11]=[C:6]([C:4]([NH:29][CH2:30][C:31]([OH:33])=[O:32])=[O:5])[C:7]([OH:25])=[C:8]2[C:16]([CH3:17])=[CH:15]1)[C:19]1[CH:20]=[CH:21][CH:22]=[CH:23][CH:24]=1.